This data is from Full USPTO retrosynthesis dataset with 1.9M reactions from patents (1976-2016). The task is: Predict the reactants needed to synthesize the given product. Given the product [Cl:19][C:11]1[C:10]([N+:20]([O-:22])=[O:21])=[C:9]([NH2:8])[CH:14]=[C:13]([C:15]([F:16])([F:17])[F:18])[N:12]=1, predict the reactants needed to synthesize it. The reactants are: C([NH:8][C:9]1[CH:14]=[C:13]([C:15]([F:18])([F:17])[F:16])[N:12]=[C:11]([Cl:19])[C:10]=1[N+:20]([O-:22])=[O:21])C1C=CC=CC=1.C([O-])([O-])=O.[K+].[K+].